Dataset: NCI-60 drug combinations with 297,098 pairs across 59 cell lines. Task: Regression. Given two drug SMILES strings and cell line genomic features, predict the synergy score measuring deviation from expected non-interaction effect. (1) Drug 1: CC1=CC=C(C=C1)C2=CC(=NN2C3=CC=C(C=C3)S(=O)(=O)N)C(F)(F)F. Drug 2: CC1CCC2CC(C(=CC=CC=CC(CC(C(=O)C(C(C(=CC(C(=O)CC(OC(=O)C3CCCCN3C(=O)C(=O)C1(O2)O)C(C)CC4CCC(C(C4)OC)OCCO)C)C)O)OC)C)C)C)OC. Cell line: NCI-H322M. Synergy scores: CSS=2.68, Synergy_ZIP=0.651, Synergy_Bliss=1.68, Synergy_Loewe=-2.47, Synergy_HSA=-3.24. (2) Drug 1: CN1C(=O)N2C=NC(=C2N=N1)C(=O)N. Drug 2: N.N.Cl[Pt+2]Cl. Cell line: RPMI-8226. Synergy scores: CSS=49.1, Synergy_ZIP=-6.43, Synergy_Bliss=-1.68, Synergy_Loewe=-15.3, Synergy_HSA=3.80. (3) Cell line: HOP-92. Synergy scores: CSS=51.3, Synergy_ZIP=-0.940, Synergy_Bliss=-1.61, Synergy_Loewe=-36.3, Synergy_HSA=-1.88. Drug 2: N.N.Cl[Pt+2]Cl. Drug 1: C(CN)CNCCSP(=O)(O)O.